This data is from Reaction yield outcomes from USPTO patents with 853,638 reactions. The task is: Predict the reaction yield, written as a fraction of the theoretical maximum amount of product (1.0 means a 100% yield; for example, 0.34 means a 34% yield). (1) The reactants are [CH3:1][CH2:2][O:3][C:4]([C:6]1([CH3:27])[CH2:11][N:10]([C:12]([O:14][C:15]([CH3:18])([CH3:17])[CH3:16])=[O:13])[C:9]2[CH:19]=[C:20]([Cl:26])[C:21]([N+:23]([O-])=O)=[CH:22][C:8]=2[O:7]1)=[O:5].[NH4+].[Cl-]. The catalyst is C1COCC1.O.[Zn]. The product is [CH3:1][CH2:2][O:3][C:4]([C:6]1([CH3:27])[CH2:11][N:10]([C:12]([O:14][C:15]([CH3:16])([CH3:17])[CH3:18])=[O:13])[C:9]2[CH:19]=[C:20]([Cl:26])[C:21]([NH2:23])=[CH:22][C:8]=2[O:7]1)=[O:5]. The yield is 0.886. (2) The reactants are CC1C=CC(S(O)(=O)=O)=CC=1.[CH2:12]([N:19]1[C@@H:26]2[C@@H:21]([CH2:22][CH2:23][NH:24][CH2:25]2)[CH2:20]1)[C:13]1[CH:18]=[CH:17][CH:16]=[CH:15][CH:14]=1.Br[C:28]1[CH:29]=[N:30][CH:31]=[CH:32][CH:33]=1.CC(C)([O-])C.[Na+]. No catalyst specified. The product is [CH2:12]([N:19]1[C@@H:26]2[C@@H:21]([CH2:22][CH2:23][N:24]([C:28]3[CH:29]=[N:30][CH:31]=[CH:32][CH:33]=3)[CH2:25]2)[CH2:20]1)[C:13]1[CH:14]=[CH:15][CH:16]=[CH:17][CH:18]=1. The yield is 0.570. (3) The reactants are [CH3:1][O:2][C:3]1[CH:4]=[C:5]([C@H:9]2[CH2:14][CH2:13][CH2:12][NH:11][CH2:10]2)[CH:6]=[CH:7][CH:8]=1.[F:15][C:16]([F:21])([F:20])[C@@H:17]1[CH2:19][O:18]1. The catalyst is C(#N)C. The product is [F:15][C:16]([F:21])([F:20])[C@@H:17]([OH:18])[CH2:19][N:11]1[CH2:12][CH2:13][CH2:14][C@H:9]([C:5]2[CH:6]=[CH:7][CH:8]=[C:3]([O:2][CH3:1])[CH:4]=2)[CH2:10]1. The yield is 0.780. (4) The reactants are [N:1]1[C:10]2[C:5](=[CH:6][C:7]([C:11](O)([CH3:13])[CH3:12])=[CH:8][CH:9]=2)[CH:4]=[CH:3][CH:2]=1.[N-:15]=[N+:16]=[N-:17].[Na+]. No catalyst specified. The product is [N:15]([C:11]([C:7]1[CH:6]=[C:5]2[C:10](=[CH:9][CH:8]=1)[N:1]=[CH:2][CH:3]=[CH:4]2)([CH3:13])[CH3:12])=[N+:16]=[N-:17]. The yield is 0.600. (5) The reactants are [C:1]1([C:3](=[CH:5][CH:6]=[CH:7][CH:8]=1)[OH:4])[OH:2].S(=O)(=O)(O)O. The catalyst is [O-2].[O-2].[O-2].[Fe+2].[Fe+2].O. The product is [OH2:2].[OH:2][C:1]1[C:3]([OH:4])=[CH:5][C:6]2[C:7]3[C:6](=[CH:5][C:3]([OH:4])=[C:1]([OH:2])[CH:8]=3)[C:6]3[C:7](=[CH:8][C:1]([OH:2])=[C:3]([OH:2])[CH:5]=3)[C:7]=2[CH:8]=1. The yield is 0.408. (6) The reactants are [Cl:1][C:2]1[CH:7]=[CH:6][CH:5]=[C:4]([CH:8]=[CH2:9])[C:3]=1[OH:10].[C:11]([O-])([O-])=O.[K+].[K+].CCO[CH2:20][CH3:21]. The catalyst is CN(C=O)C. The product is [Cl:1][C:2]1[CH:7]=[CH:6][CH:5]=[C:4]([CH:8]=[CH2:9])[C:3]=1[O:10][CH:20]([CH3:21])[CH3:11]. The yield is 0.820. (7) The reactants are Cl[CH2:2][CH2:3][CH2:4][O:5][C:6]1[CH:18]=[CH:17][C:9]([CH2:10][N:11]2[CH2:16][CH2:15][CH2:14][CH2:13][CH2:12]2)=[CH:8][CH:7]=1.[NH:19]1[CH2:24][CH2:23][CH2:22][CH2:21][CH2:20]1.C(=O)([O-])[O-].[Na+].[Na+].[I-].[K+]. The catalyst is C(O)CCC.O. The product is [NH3:11].[CH3:4][OH:5].[N:11]1([CH2:10][C:9]2[CH:17]=[CH:18][C:6]([O:5][CH2:4][CH2:3][CH2:2][N:19]3[CH2:24][CH2:23][CH2:22][CH2:21][CH2:20]3)=[CH:7][CH:8]=2)[CH2:16][CH2:15][CH2:14][CH2:13][CH2:12]1. The yield is 0.0500. (8) The yield is 0.370. The reactants are [NH2:1][C:2]1[CH:3]=[C:4]([C:9]2[C:17]([C:18]3[CH:23]=[CH:22][N:21]=[C:20]([NH:24][C:25]4[CH:26]=[C:27]5[C:31](=[CH:32][CH:33]=4)[CH2:30][CH:29]([N:34]([CH3:36])[CH3:35])[CH2:28]5)[N:19]=3)=[C:12]3[CH:13]=[CH:14][CH:15]=[CH:16][N:11]3[N:10]=2)[CH:5]=[CH:6][C:7]=1[F:8].[F:37][C:38]1[CH:46]=[CH:45][CH:44]=[C:43]([F:47])[C:39]=1[C:40](Cl)=[O:41]. The catalyst is C1COCC1.C(Cl)Cl. The product is [CH3:35][N:34]([CH3:36])[CH:29]1[CH2:28][C:27]2[C:31](=[CH:32][CH:33]=[C:25]([NH:24][C:20]3[N:19]=[C:18]([C:17]4[C:9]([C:4]5[CH:5]=[CH:6][C:7]([F:8])=[C:2]([NH:1][C:40](=[O:41])[C:39]6[C:38]([F:37])=[CH:46][CH:45]=[CH:44][C:43]=6[F:47])[CH:3]=5)=[N:10][N:11]5[CH:16]=[CH:15][CH:14]=[CH:13][C:12]=45)[CH:23]=[CH:22][N:21]=3)[CH:26]=2)[CH2:30]1. (9) The reactants are C([Si](C)(C)[O:6][C:7]1[CH:12]=[CH:11][C:10]([CH:13]([C:15]2[CH:20]=[CH:19][N:18]=[CH:17][C:16]=2[F:21])O)=[CH:9][C:8]=1[O:22][CH3:23])(C)(C)C. The catalyst is CO.OS(O)(=O)=O.[Pd]. The product is [F:21][C:16]1[CH:17]=[N:18][CH:19]=[CH:20][C:15]=1[CH2:13][C:10]1[CH:11]=[CH:12][C:7]([OH:6])=[C:8]([O:22][CH3:23])[CH:9]=1. The yield is 0.710. (10) The reactants are [C:1]([O:8][CH3:9])(=[O:7])[CH2:2][C:3]([O:5][CH3:6])=[O:4].[H-].[Na+].[C:12]([O:16][CH2:17][CH3:18])(=[O:15])[CH:13]=[CH2:14]. The catalyst is C1COCC1. The product is [CH:2]([C:1]([O:8][CH3:9])=[O:7])([C:3]([O:5][CH3:6])=[O:4])[CH2:14][CH2:13][C:12]([O:16][CH2:17][CH3:18])=[O:15]. The yield is 0.770.